From a dataset of Full USPTO retrosynthesis dataset with 1.9M reactions from patents (1976-2016). Predict the reactants needed to synthesize the given product. (1) Given the product [C:1]1([O:11][CH2:12][C:13]([N:15]2[C@H:19]([C:20]([OH:22])=[O:21])[CH2:18][S:17][CH:16]2[C:24]2[CH:29]=[CH:28][CH:27]=[CH:26][CH:25]=2)=[O:14])[C:10]2[C:5](=[CH:6][CH:7]=[CH:8][CH:9]=2)[CH:4]=[CH:3][CH:2]=1, predict the reactants needed to synthesize it. The reactants are: [C:1]1([O:11][CH2:12][C:13]([N:15]2[C@H:19]([C:20]([O:22]C)=[O:21])[CH2:18][S:17][CH:16]2[C:24]2[CH:29]=[CH:28][CH:27]=[CH:26][CH:25]=2)=[O:14])[C:10]2[C:5](=[CH:6][CH:7]=[CH:8][CH:9]=2)[CH:4]=[CH:3][CH:2]=1.O.[Li+].[OH-]. (2) Given the product [O:25]=[C:24]1[NH:23][C:18]2[N:19]=[CH:20][CH:21]=[CH:22][C:17]=2[CH2:15][N:1]1[CH:2]1[CH2:3][CH2:4][N:5]([C:8]([O:10][C:11]([CH3:14])([CH3:13])[CH3:12])=[O:9])[CH2:6][CH2:7]1, predict the reactants needed to synthesize it. The reactants are: [NH2:1][CH:2]1[CH2:7][CH2:6][N:5]([C:8]([O:10][C:11]([CH3:14])([CH3:13])[CH3:12])=[O:9])[CH2:4][CH2:3]1.[CH:15]([C:17]1[C:18]([NH:23][C:24](=O)[O:25]CC)=[N:19][CH:20]=[CH:21][CH:22]=1)=O.[BH4-].[Na+].C1(C)C=CC=CC=1.